From a dataset of Full USPTO retrosynthesis dataset with 1.9M reactions from patents (1976-2016). Predict the reactants needed to synthesize the given product. (1) Given the product [NH2:8][C:5]1[C:4]([N+:9]([O-:11])=[O:10])=[C:3]([N:26]2[CH2:25][CH2:24][N:23]([C:21](=[O:22])[CH2:20][O:13][C:14]3[CH:15]=[CH:16][CH:17]=[CH:18][CH:19]=3)[CH2:28][CH2:27]2)[C:2]([Br:1])=[CH:7][N:6]=1, predict the reactants needed to synthesize it. The reactants are: [Br:1][C:2]1[C:3](Cl)=[C:4]([N+:9]([O-:11])=[O:10])[C:5]([NH2:8])=[N:6][CH:7]=1.[O:13]([CH2:20][C:21]([N:23]1[CH2:28][CH2:27][NH:26][CH2:25][CH2:24]1)=[O:22])[C:14]1[CH:19]=[CH:18][CH:17]=[CH:16][CH:15]=1.Cl.C(N(C(C)C)CC)(C)C. (2) Given the product [ClH:36].[NH2:1][C:2]1[C:11]2[C:6](=[CH:7][CH:8]=[CH:9][C:10]=2[O:12][CH2:13][C:14]([NH:17][C:18](=[O:31])[C:19]2[CH:24]=[C:23]([O:25][CH3:26])[CH:22]=[C:21]([O:27][CH2:28][CH2:29][OH:30])[CH:20]=2)([CH3:15])[CH3:16])[N:5]=[C:4]([CH3:32])[C:3]=1[C:33]([OH:35])=[O:34], predict the reactants needed to synthesize it. The reactants are: [NH2:1][C:2]1[C:11]2[C:6](=[CH:7][CH:8]=[CH:9][C:10]=2[O:12][CH2:13][C:14]([NH:17][C:18](=[O:31])[C:19]2[CH:24]=[C:23]([O:25][CH3:26])[CH:22]=[C:21]([O:27][CH2:28][CH2:29][OH:30])[CH:20]=2)([CH3:16])[CH3:15])[N:5]=[C:4]([CH3:32])[C:3]=1[C:33]([O-:35])=[O:34].[ClH:36]. (3) Given the product [Si:1]([O:8][CH2:9][CH:10]([C:12]1[CH:13]=[C:14]([CH:17]=[CH:18][CH:19]=1)[C:15]#[N:16])[OH:11])([C:4]([CH3:7])([CH3:6])[CH3:5])([CH3:3])[CH3:2], predict the reactants needed to synthesize it. The reactants are: [Si:1]([O:8][CH2:9][C:10]([C:12]1[CH:13]=[C:14]([CH:17]=[CH:18][CH:19]=1)[C:15]#[N:16])=[O:11])([C:4]([CH3:7])([CH3:6])[CH3:5])([CH3:3])[CH3:2].[BH4-].[Na+].